This data is from Full USPTO retrosynthesis dataset with 1.9M reactions from patents (1976-2016). The task is: Predict the reactants needed to synthesize the given product. (1) Given the product [CH:10]1([C:16]([CH2:2][C:3]2[CH:8]=[CH:7][CH:6]=[CH:5][CH:4]=2)=[O:17])[CH2:15][CH2:14][CH2:13][CH2:12][CH2:11]1, predict the reactants needed to synthesize it. The reactants are: [Br-].[CH2:2]([Zn+])[C:3]1[CH:8]=[CH:7][CH:6]=[CH:5][CH:4]=1.[CH:10]1([C:16](Cl)=[O:17])[CH2:15][CH2:14][CH2:13][CH2:12][CH2:11]1. (2) Given the product [Br:16][C:10]1[N:9]=[C:8]([NH:7][C:5](=[O:6])[C:4]([CH2:18][CH3:19])([OH:17])[CH2:23][CH3:24])[CH:13]=[C:12]([O:14][CH3:15])[N:11]=1, predict the reactants needed to synthesize it. The reactants are: C(O[C:4](=[O:17])[C:5]([NH:7][C:8]1[CH:13]=[C:12]([O:14][CH3:15])[N:11]=[C:10]([Br:16])[N:9]=1)=[O:6])C.[CH2:18](Br)[CH3:19].[Mg].Cl.[C:23](OCC)(=O)[CH3:24].